From a dataset of Full USPTO retrosynthesis dataset with 1.9M reactions from patents (1976-2016). Predict the reactants needed to synthesize the given product. (1) Given the product [I-:16].[CH3:1][NH+:2]1[CH:6]=[CH:5][N:4]([CH2:15][CH2:14][C:13]([F:17])([F:18])[C:12]([F:19])([F:20])[C:11]([F:21])([F:22])[C:10]([F:23])([F:24])[C:9]([F:26])([F:25])[C:8]([F:28])([F:27])[F:7])[CH2:3]1, predict the reactants needed to synthesize it. The reactants are: [CH3:1][N:2]1[CH:6]=[CH:5][N:4]=[CH:3]1.[F:7][C:8]([F:28])([F:27])[C:9]([F:26])([F:25])[C:10]([F:24])([F:23])[C:11]([F:22])([F:21])[C:12]([F:20])([F:19])[C:13]([F:18])([F:17])[CH2:14][CH2:15][I:16]. (2) Given the product [NH2:3][CH:12]([C:22]1[C:31]2[C:26](=[CH:27][CH:28]=[CH:29][CH:30]=2)[CH:25]=[CH:24][CH:23]=1)[CH2:13][NH:14][C:15](=[O:21])[O:16][C:17]([CH3:20])([CH3:18])[CH3:19], predict the reactants needed to synthesize it. The reactants are: O=C1C2C(=CC=CC=2)C(=O)[N:3]1[CH:12]([C:22]1[C:31]2[C:26](=[CH:27][CH:28]=[CH:29][CH:30]=2)[CH:25]=[CH:24][CH:23]=1)[CH2:13][NH:14][C:15](=[O:21])[O:16][C:17]([CH3:20])([CH3:19])[CH3:18].NN.